Dataset: Aqueous solubility values for 9,982 compounds from the AqSolDB database. Task: Regression/Classification. Given a drug SMILES string, predict its absorption, distribution, metabolism, or excretion properties. Task type varies by dataset: regression for continuous measurements (e.g., permeability, clearance, half-life) or binary classification for categorical outcomes (e.g., BBB penetration, CYP inhibition). For this dataset (solubility_aqsoldb), we predict Y. (1) The drug is C=C(C)[C@H]1Cc2c(ccc3c2O[C@@H]2COc4cc(OC)c(OC)cc4[C@@H]2C3=O)O1. The Y is -6.29 log mol/L. (2) The drug is O=[N+]([O-])c1ccc(-c2nc3ccccc3[nH]2)o1. The Y is -3.89 log mol/L. (3) The compound is CC(C)CC(NC(=O)C(N)Cc1c[nH]c2ccccc12)C(=O)O. The Y is -1.76 log mol/L. (4) The Y is -5.19 log mol/L. The drug is O=[N+]([O-])c1ccc(O/N=C/c2cc(Br)c(O)c(Br)c2)c([N+](=O)[O-])c1. (5) The drug is CC(C)(C)c1ccc(S(=O)(=O)Nc2ccc3cc(S(=O)(=O)c4cc5c(c(S(=O)(=O)O)c4N)Oc4c(Cl)c6c(c(Cl)c4=N5)Oc4c(ccc(N)c4S(=O)(=O)O)N=6)ccc3c2)cc1.[K].[Li].[Na]. The Y is -2.18 log mol/L. (6) The compound is ClC1=C(Cl)C2(Cl)C3CCC4C(CCC3C1(Cl)C2(Cl)Cl)C1(Cl)C(Cl)=C(Cl)C4(Cl)C1(Cl)Cl. The Y is -13.2 log mol/L. (7) The Y is -7.88 log mol/L. The compound is Clc1cc(Cl)c(Oc2c(Cl)ccc(Cl)c2Cl)cc1Cl. (8) The compound is COc1ccc(S(=O)(=O)N=c2sc(S(N)(=O)=O)nn2C)cc1. The Y is -2.76 log mol/L. (9) The molecule is [Br-].[Br-].c1cc[n+]2c(c1)-c1cccc[n+]1CC2. The Y is 0.313 log mol/L.